This data is from Forward reaction prediction with 1.9M reactions from USPTO patents (1976-2016). The task is: Predict the product of the given reaction. (1) Given the reactants [Br:1][C:2]1[N:6]([S:7]([C:10]2[CH:15]=[CH:14][CH:13]=[CH:12][CH:11]=2)(=[O:9])=[O:8])[CH:5]=[C:4]([C:16](OC)=[O:17])[CH:3]=1.[H-].C([Al+]CC(C)C)C(C)C.Cl, predict the reaction product. The product is: [Br:1][C:2]1[N:6]([S:7]([C:10]2[CH:15]=[CH:14][CH:13]=[CH:12][CH:11]=2)(=[O:9])=[O:8])[CH:5]=[C:4]([CH2:16][OH:17])[CH:3]=1. (2) Given the reactants C(OC(=O)[NH:7][CH2:8][CH2:9][NH:10][C:11]([C:13]1[N:14]([CH3:36])[CH:15]=[C:16]([NH:18][C:19]([C:21]2[N:22]([CH3:35])[CH:23]=[C:24]([NH:26][C:27]([C:29]3[N:30]([CH3:34])[CH:31]=[CH:32][N:33]=3)=[O:28])[CH:25]=2)=[O:20])[CH:17]=1)=[O:12])(C)(C)C.C(O)(C(F)(F)F)=O.C(Cl)Cl, predict the reaction product. The product is: [NH2:7][CH2:8][CH2:9][NH:10][C:11]([C:13]1[N:14]([CH3:36])[CH:15]=[C:16]([NH:18][C:19]([C:21]2[N:22]([CH3:35])[CH:23]=[C:24]([NH:26][C:27]([C:29]3[N:30]([CH3:34])[CH:31]=[CH:32][N:33]=3)=[O:28])[CH:25]=2)=[O:20])[CH:17]=1)=[O:12]. (3) Given the reactants C([O:3][C:4]([C:6]1[CH:7]=[N:8][N:9]([CH:11]2[CH2:16][CH2:15][N:14]([C:17]([O:19][C:20]([CH3:23])([CH3:22])[CH3:21])=[O:18])[CH2:13][CH2:12]2)[CH:10]=1)=[O:5])C.[OH-].[K+], predict the reaction product. The product is: [C:20]([O:19][C:17]([N:14]1[CH2:15][CH2:16][CH:11]([N:9]2[CH:10]=[C:6]([C:4]([OH:5])=[O:3])[CH:7]=[N:8]2)[CH2:12][CH2:13]1)=[O:18])([CH3:23])([CH3:21])[CH3:22]. (4) Given the reactants [CH:1]1([CH2:6][O:7][C:8]2[C:13]3[C:14]([O:17][CH2:18][CH:19]4[CH2:24][CH2:23][NH:22][CH2:21][CH2:20]4)=[N:15][O:16][C:12]=3[CH:11]=[CH:10][CH:9]=2)[CH2:5][CH2:4][CH2:3][CH2:2]1.[CH:25]([C:27]1([C:33]([O:35][CH3:36])=[O:34])[CH2:32][CH2:31][O:30][CH2:29][CH2:28]1)=O.C(C1(C(OC)=O)CCC1)=O, predict the reaction product. The product is: [CH:1]1([CH2:6][O:7][C:8]2[C:13]3[C:14]([O:17][CH2:18][CH:19]4[CH2:20][CH2:21][N:22]([CH2:25][C:27]5([C:33]([O:35][CH3:36])=[O:34])[CH2:32][CH2:31][O:30][CH2:29][CH2:28]5)[CH2:23][CH2:24]4)=[N:15][O:16][C:12]=3[CH:11]=[CH:10][CH:9]=2)[CH2:5][CH2:4][CH2:3][CH2:2]1. (5) Given the reactants [NH2:1][C:2]1[CH:6]=[CH:5][NH:4][N:3]=1.[Cl:7][C:8]1[CH:15]=[C:14]([Cl:16])[CH:13]=[CH:12][C:9]=1[CH2:10]Br, predict the reaction product. The product is: [Cl:7][C:8]1[CH:15]=[C:14]([Cl:16])[CH:13]=[CH:12][C:9]=1[CH2:10][N:4]1[CH:5]=[CH:6][C:2]([NH2:1])=[N:3]1. (6) Given the reactants Br[C:2]1[CH:7]=[CH:6][C:5]([CH:8]2[CH2:12][CH2:11][N:10]([C:13](=[O:15])[CH3:14])[CH2:9]2)=[CH:4][CH:3]=1.[CH3:16][C:17]1([CH3:31])[CH2:22][O:21][B:20]([B:20]2[O:21][CH2:22][C:17]([CH3:31])([CH3:16])[CH2:18][O:19]2)[O:19][CH2:18]1.CC([O-])=O.[K+], predict the reaction product. The product is: [CH3:16][C:17]1([CH3:31])[CH2:22][O:21][B:20]([C:2]2[CH:7]=[CH:6][C:5]([CH:8]3[CH2:12][CH2:11][N:10]([C:13](=[O:15])[CH3:14])[CH2:9]3)=[CH:4][CH:3]=2)[O:19][CH2:18]1. (7) Given the reactants [CH:1](NC(C)C)(C)C.C([Li])CCC.C[Si](C=[N+]=[N-])(C)C.[NH2:20][C:21]1[C:26]([CH:27]=O)=[CH:25][CH:24]=[C:23]([CH2:29][O:30][CH3:31])[N:22]=1, predict the reaction product. The product is: [C:27]([C:26]1[C:21]([NH2:20])=[N:22][C:23]([CH2:29][O:30][CH3:31])=[CH:24][CH:25]=1)#[CH:1].